Dataset: Reaction yield outcomes from USPTO patents with 853,638 reactions. Task: Predict the reaction yield, written as a fraction of the theoretical maximum amount of product (1.0 means a 100% yield; for example, 0.34 means a 34% yield). (1) The reactants are [F:1][C:2]1[CH:9]=[CH:8][C:5]([C:6]#[N:7])=[C:4]([OH:10])[CH:3]=1.[CH3:11][N:12]([CH3:16])[C:13](Cl)=[O:14].C(N(CC)CC)C. The catalyst is ClCCl. The product is [C:6]([C:5]1[CH:8]=[CH:9][C:2]([F:1])=[CH:3][C:4]=1[O:10][C:13](=[O:14])[N:12]([CH3:16])[CH3:11])#[N:7]. The yield is 0.670. (2) The reactants are [Br:1]Br.[CH3:3][O:4][C:5]([C:7]1[S:8][C:9]([C:13]2[CH:18]=[CH:17][C:16]([O:19][CH3:20])=[CH:15][CH:14]=2)=[C:10]([CH3:12])[CH:11]=1)=[O:6]. The catalyst is C(O)(=O)C. The product is [Br:1][C:17]1[CH:18]=[C:13]([C:9]2[S:8][C:7]([C:5]([O:4][CH3:3])=[O:6])=[CH:11][C:10]=2[CH3:12])[CH:14]=[CH:15][C:16]=1[O:19][CH3:20]. The yield is 0.900. (3) The reactants are [F:1][C:2]([F:11])([F:10])[C:3]1[CH:4]=[C:5]([OH:9])[CH:6]=[CH:7][CH:8]=1.[H-].[Na+].[CH3:14][C:15]1[C:20]([F:21])=[C:19](F)[N:18]=[C:17]([F:23])[C:16]=1[F:24]. The catalyst is CN(C=O)C.C(#N)C. The product is [CH3:14][C:15]1[C:20]([F:21])=[C:19]([O:9][C:5]2[CH:6]=[CH:7][CH:8]=[C:3]([C:2]([F:10])([F:11])[F:1])[CH:4]=2)[N:18]=[C:17]([F:23])[C:16]=1[F:24]. The yield is 0.760. (4) The reactants are [NH2:1][C:2]1[CH:7]=[CH:6][CH:5]=[CH:4][C:3]=1[NH:8][C:9]1[C:17]2[O:16][CH2:15][CH:14]([N:18]([C:33](=[O:38])[C:34]([F:37])([F:36])[F:35])[C:19]3[CH:32]=[CH:31][C:22]4[C@H:23]([CH2:26][C:27]([O:29][CH3:30])=[O:28])[CH2:24][O:25][C:21]=4[CH:20]=3)[C:13]=2[CH:12]=[CH:11][CH:10]=1.[C:39](OC(=O)C)(=O)[CH3:40]. The catalyst is C(O)(=O)C. The product is [CH3:39][C:40]1[N:8]([C:9]2[C:17]3[O:16][CH2:15][CH:14]([N:18]([C:33](=[O:38])[C:34]([F:37])([F:36])[F:35])[C:19]4[CH:32]=[CH:31][C:22]5[C@H:23]([CH2:26][C:27]([O:29][CH3:30])=[O:28])[CH2:24][O:25][C:21]=5[CH:20]=4)[C:13]=3[CH:12]=[CH:11][CH:10]=2)[C:3]2[CH:4]=[CH:5][CH:6]=[CH:7][C:2]=2[N:1]=1. The yield is 0.740. (5) The reactants are [Cl:1][C:2]1[N:7]=[CH:6][C:5]([NH:8]C(=O)OC(C)(C)C)=[C:4]([CH:16]([OH:18])[CH3:17])[CH:3]=1.C(Cl)Cl.FC(F)(F)C(O)=O. No catalyst specified. The product is [NH2:8][C:5]1[C:4]([CH:16]([OH:18])[CH3:17])=[CH:3][C:2]([Cl:1])=[N:7][CH:6]=1. The yield is 0.870. (6) The reactants are Cl[CH2:2][C:3]1[CH:4]=[C:5]([CH:26]=[CH:27][N:28]=1)[C:6]([NH:8][C:9]1[S:10][C:11]2[C:17]([CH:18]3[CH2:23][CH2:22][O:21][CH2:20][CH2:19]3)=[CH:16][CH:15]=[C:14]([O:24][CH3:25])[C:12]=2[N:13]=1)=[O:7].[NH:29]1[CH2:34][CH2:33][O:32][CH2:31][CH2:30]1.ClCCl.C(=O)([O-])[O-].[Na+].[Na+]. The catalyst is C(Cl)(Cl)Cl.CO.C(Cl)(Cl)Cl.C(OCC)(=O)C. The product is [CH3:25][O:24][C:14]1[C:12]2[N:13]=[C:9]([NH:8][C:6](=[O:7])[C:5]3[CH:26]=[CH:27][N:28]=[C:3]([CH2:2][N:29]4[CH2:34][CH2:33][O:32][CH2:31][CH2:30]4)[CH:4]=3)[S:10][C:11]=2[C:17]([CH:18]2[CH2:19][CH2:20][O:21][CH2:22][CH2:23]2)=[CH:16][CH:15]=1. The yield is 0.600. (7) The reactants are ClCCl.[NH2:4][C:5]1[CH:10]=[CH:9][C:8]([OH:11])=[CH:7][C:6]=1[N+:12]([O-:14])=[O:13].N1C=CN=C1.[Si:20](Cl)([C:23]([CH3:26])([CH3:25])[CH3:24])([CH3:22])[CH3:21]. The catalyst is C(Cl)(Cl)Cl. The product is [Si:20]([O:11][C:8]1[CH:9]=[CH:10][C:5]([NH2:4])=[C:6]([N+:12]([O-:14])=[O:13])[CH:7]=1)([C:23]([CH3:26])([CH3:25])[CH3:24])([CH3:22])[CH3:21]. The yield is 1.00. (8) The reactants are [CH3:1][O:2][C:3](=[O:29])[CH2:4][NH:5][CH2:6][C:7]1[CH:12]=[CH:11][C:10]([O:13][CH2:14][CH2:15][C:16]2[N:17]=[C:18]([C:22]3[CH:27]=[CH:26][C:25]([CH3:28])=[CH:24][CH:23]=3)[O:19][C:20]=2[CH3:21])=[CH:9][CH:8]=1.[CH:30]([N:33]([S:35](Cl)(=[O:37])=[O:36])[CH3:34])([CH3:32])[CH3:31].C(N(CC)CC)C. No catalyst specified. The product is [CH3:1][O:2][C:3](=[O:29])[CH2:4][N:5]([S:35]([N:33]([CH:30]([CH3:32])[CH3:31])[CH3:34])(=[O:37])=[O:36])[CH2:6][C:7]1[CH:8]=[CH:9][C:10]([O:13][CH2:14][CH2:15][C:16]2[N:17]=[C:18]([C:22]3[CH:27]=[CH:26][C:25]([CH3:28])=[CH:24][CH:23]=3)[O:19][C:20]=2[CH3:21])=[CH:11][CH:12]=1. The yield is 0.730. (9) The reactants are [CH3:1][N:2]1[C:10]([CH:11]=O)=[N:9][C:8]2[C:3]1=[N:4][C:5]([N:19]1[C:23]3[CH:24]=[CH:25][CH:26]=[CH:27][C:22]=3[N:21]=[C:20]1[CH3:28])=[N:6][C:7]=2[N:13]1[CH2:18][CH2:17][O:16][CH2:15][CH2:14]1.[NH:29]1[CH2:32][CH:31]([C:33]([N:35]2[CH2:39][CH2:38][CH2:37][CH2:36]2)=[O:34])[CH2:30]1.C(O[BH-](OC(=O)C)OC(=O)C)(=O)C.[Na+]. The catalyst is ClCCCl. The product is [CH3:1][N:2]1[C:10]([CH2:11][N:29]2[CH2:30][CH:31]([C:33]([N:35]3[CH2:36][CH2:37][CH2:38][CH2:39]3)=[O:34])[CH2:32]2)=[N:9][C:8]2[C:3]1=[N:4][C:5]([N:19]1[C:23]3[CH:24]=[CH:25][CH:26]=[CH:27][C:22]=3[N:21]=[C:20]1[CH3:28])=[N:6][C:7]=2[N:13]1[CH2:14][CH2:15][O:16][CH2:17][CH2:18]1. The yield is 0.370.